From a dataset of Catalyst prediction with 721,799 reactions and 888 catalyst types from USPTO. Predict which catalyst facilitates the given reaction. Reactant: Cl[CH:2]([CH3:15])[C:3]([NH:5][C@H:6]([C:9]1[CH:14]=[CH:13][CH:12]=[CH:11][CH:10]=1)[CH2:7][OH:8])=[O:4].[H-].[Na+].C([O-])(O)=O.[Na+]. Product: [CH3:15][C@H:2]1[O:8][CH2:7][C@@H:6]([C:9]2[CH:14]=[CH:13][CH:12]=[CH:11][CH:10]=2)[NH:5][C:3]1=[O:4]. The catalyst class is: 1.